From a dataset of Full USPTO retrosynthesis dataset with 1.9M reactions from patents (1976-2016). Predict the reactants needed to synthesize the given product. (1) Given the product [Cl:26][C:27]1[CH:32]=[CH:31][C:30]([CH2:33][C:34]([NH:1][C:2]2[C:15]3[C:6](=[CH:7][C:8]4[C:9]5[C:14]=3[C:13](=[O:16])[N:12]([CH2:17][CH2:18][N:19]([CH3:20])[CH3:21])[C:11](=[O:22])[C:10]=5[CH:23]=[CH:24][CH:25]=4)[CH:5]=[CH:4][CH:3]=2)=[O:35])=[CH:29][CH:28]=1, predict the reactants needed to synthesize it. The reactants are: [NH2:1][C:2]1[C:15]2[C:6](=[CH:7][C:8]3[C:9]4[C:14]=2[C:13](=[O:16])[N:12]([CH2:17][CH2:18][N:19]([CH3:21])[CH3:20])[C:11](=[O:22])[C:10]=4[CH:23]=[CH:24][CH:25]=3)[CH:5]=[CH:4][CH:3]=1.[Cl:26][C:27]1[CH:32]=[CH:31][C:30]([CH2:33][C:34](Cl)=[O:35])=[CH:29][CH:28]=1. (2) Given the product [NH:37]1[CH:41]=[C:40]([C:34]2[CH:33]=[CH:32][C:30]3[NH:31][C:27]([C@H:2]([OH:1])[C@H:3]4[O:8][C:7]([CH3:9])([CH3:10])[CH2:6][N:5]([C:11]5[CH:15]=[CH:14][N:13]([C:16]6[CH:21]=[C:20]([C:22]([F:23])([F:25])[F:24])[N:19]=[N:18][CH:17]=6)[N:12]=5)[C:4]4=[O:26])=[N:28][C:29]=3[CH:35]=2)[CH:39]=[N:38]1, predict the reactants needed to synthesize it. The reactants are: [OH:1][C@@H:2]([C:27]1[NH:31][C:30]2[CH:32]=[CH:33][C:34](I)=[CH:35][C:29]=2[N:28]=1)[C@H:3]1[O:8][C:7]([CH3:10])([CH3:9])[CH2:6][N:5]([C:11]2[CH:15]=[CH:14][N:13]([C:16]3[CH:21]=[C:20]([C:22]([F:25])([F:24])[F:23])[N:19]=[N:18][CH:17]=3)[N:12]=2)[C:4]1=[O:26].[NH:37]1[CH:41]=[C:40](B(O)O)[CH:39]=[N:38]1.C(=O)([O-])[O-].[Cs+].[Cs+].CC(N(C)C)=O. (3) Given the product [OH:16][CH:9]1[C:8](=[O:17])[C:7]2[CH:6]=[CH:5][N:4]3[C:18]([CH3:22])=[C:19]([CH3:21])[N:20]=[C:3]3[C:2]=2[NH:1][CH:10]1[C:11]1[CH:15]=[CH:14][S:13][CH:12]=1, predict the reactants needed to synthesize it. The reactants are: [NH2:1][C:2]1[C:3]2[N:4]([C:18]([CH3:22])=[C:19]([CH3:21])[N:20]=2)[CH:5]=[CH:6][C:7]=1[C:8](=[O:17])[CH:9]1[O:16][CH:10]1[C:11]1[CH:15]=[CH:14][S:13][CH:12]=1. (4) Given the product [CH3:35][O:34][C:32](=[O:33])[C:31]1[CH:36]=[CH:37][C:38]([NH2:39])=[C:29]([NH:28][C:25](=[O:27])[CH:20]([NH:19][C:17]([O:16][C:12]([CH3:13])([CH3:14])[CH3:15])=[O:18])[CH2:21][CH:22]([CH3:23])[CH3:24])[CH:30]=1, predict the reactants needed to synthesize it. The reactants are: O.OC1C2N=NNC=2C=CC=1.[C:12]([O:16][C:17]([NH:19][C@H:20]([C:25]([OH:27])=O)[CH2:21][CH:22]([CH3:24])[CH3:23])=[O:18])([CH3:15])([CH3:14])[CH3:13].[NH2:28][C:29]1[CH:30]=[C:31]([CH:36]=[CH:37][C:38]=1[NH2:39])[C:32]([O:34][CH3:35])=[O:33].C(N(CC)CC)C. (5) Given the product [CH3:18][O:19][C:20]([C:22]1[S:26][C:25]2[C:27]([NH:31][C:6]([C:5]3[CH:4]=[N:3][C:2]([Cl:1])=[CH:10][CH:9]=3)=[O:8])=[CH:28][CH:29]=[CH:30][C:24]=2[CH:23]=1)=[O:21], predict the reactants needed to synthesize it. The reactants are: [Cl:1][C:2]1[CH:10]=[CH:9][C:5]([C:6]([OH:8])=O)=[CH:4][N:3]=1.C(N(CC)CC)C.[CH3:18][O:19][C:20]([C:22]1[S:26][C:25]2[C:27]([NH2:31])=[CH:28][CH:29]=[CH:30][C:24]=2[CH:23]=1)=[O:21]. (6) Given the product [ClH:26].[CH3:1][C:2]1[N:3]=[C:4]2[CH:12]=[CH:11][CH:10]=[C:9]3[N:5]2[C:6]=1[C:7]([S:13][CH2:14][CH2:15][CH2:16][CH2:17][NH:18][S:19]([C:22]([F:25])([F:23])[F:24])(=[O:20])=[O:21])=[N:8]3, predict the reactants needed to synthesize it. The reactants are: [CH3:1][C:2]1[N:3]=[C:4]2[CH:12]=[CH:11][CH:10]=[C:9]3[N:5]2[C:6]=1[C:7]([S:13][CH2:14][CH2:15][CH2:16][CH2:17][NH:18][S:19]([C:22]([F:25])([F:24])[F:23])(=[O:21])=[O:20])=[N:8]3.[ClH:26]. (7) Given the product [NH:6]1[C:5]2[CH:9]=[CH:10][C:2]([N:1]3[CH:23]([C:22]4[CH:34]=[CH:33][CH:32]=[C:20]([Cl:30])[CH:21]=4)[C:28](=[O:26])[NH:29][C:15]3=[O:16])=[CH:3][C:4]=2[N:8]=[CH:7]1, predict the reactants needed to synthesize it. The reactants are: [NH2:1][C:2]1[CH:10]=[CH:9][C:5]2[N:6]=[CH:7][NH:8][C:4]=2[CH:3]=1.ClC1C=C(C=CC=1)[CH:15]=[O:16].[CH2:20]([N+]#[C-])[CH2:21][CH2:22][CH3:23].[O:26]([C:28]#[N:29])[K].[Cl-:30].[NH+]1C=C[CH:34]=[CH:33][CH:32]=1.